This data is from Catalyst prediction with 721,799 reactions and 888 catalyst types from USPTO. The task is: Predict which catalyst facilitates the given reaction. (1) The catalyst class is: 8. Reactant: [CH2:1]([O:3][C:4]([C:6]1[CH:11]=[CH:10][C:9]([NH:12][C:13]([NH2:15])=[S:14])=[CH:8][CH:7]=1)=[O:5])C.Br[CH:17]1[CH2:22][CH2:21][CH2:20][CH:19]([C:23]2[CH:28]=[CH:27][CH:26]=[CH:25][CH:24]=2)[C:18]1=O. Product: [CH3:1][O:3][C:4](=[O:5])[C:6]1[CH:11]=[CH:10][C:9]([NH:12][C:13]2[S:14][C:25]3[CH2:26][CH2:27][CH2:28][CH:23]([C:19]4[CH:20]=[CH:21][CH:22]=[CH:17][CH:18]=4)[C:24]=3[N:15]=2)=[CH:8][CH:7]=1. (2) Reactant: Br[C:2]1[N:3]([CH2:10][C@@:11]([CH3:37])([OH:36])[CH2:12][N:13]2[CH2:18][CH2:17][N:16]([CH:19]3[CH2:24][CH2:23][N:22]([C:25]4[CH:30]=[CH:29][C:28]([O:31][C:32]([F:35])([F:34])[F:33])=[CH:27][CH:26]=4)[CH2:21][CH2:20]3)[CH2:15][CH2:14]2)[CH:4]=[C:5]([N+:7]([O-:9])=[O:8])[N:6]=1.[H-].[Na+].C(OCC)(=O)C.O. Product: [CH3:37][C@@:11]1([CH2:12][N:13]2[CH2:18][CH2:17][N:16]([CH:19]3[CH2:24][CH2:23][N:22]([C:25]4[CH:30]=[CH:29][C:28]([O:31][C:32]([F:35])([F:34])[F:33])=[CH:27][CH:26]=4)[CH2:21][CH2:20]3)[CH2:15][CH2:14]2)[O:36][C:2]2=[N:6][C:5]([N+:7]([O-:9])=[O:8])=[CH:4][N:3]2[CH2:10]1. The catalyst class is: 9. (3) Reactant: [C:1]([O:5][C:6]([N:8]([C:37]([O:39][C:40]([CH3:43])([CH3:42])[CH3:41])=[O:38])[C:9]1[C:10]([C:16]2[O:20][C:19]([C:21]3[CH:26]=[CH:25][C:24]([CH2:27][N:28]([CH3:36])[C:29](=[O:35])[O:30][C:31]([CH3:34])([CH3:33])[CH3:32])=[CH:23][CH:22]=3)=[N:18][N:17]=2)=[N:11][C:12](Br)=[CH:13][N:14]=1)=[O:7])([CH3:4])([CH3:3])[CH3:2].[CH2:44]1[C:48]2([CH2:52][CH2:51][NH:50][CH2:49]2)[CH2:47][N:46]([C:53](=[O:56])[CH2:54][CH3:55])[CH2:45]1.CCN(CC)CC. Product: [C:1]([O:5][C:6]([N:8]([C:37]([O:39][C:40]([CH3:43])([CH3:42])[CH3:41])=[O:38])[C:9]1[C:10]([C:16]2[O:20][C:19]([C:21]3[CH:26]=[CH:25][C:24]([CH2:27][N:28]([CH3:36])[C:29](=[O:35])[O:30][C:31]([CH3:34])([CH3:33])[CH3:32])=[CH:23][CH:22]=3)=[N:18][N:17]=2)=[N:11][C:12]([N:50]2[CH2:51][CH2:52][C:48]3([CH2:44][CH2:45][N:46]([C:53](=[O:56])[CH2:54][CH3:55])[CH2:47]3)[CH2:49]2)=[CH:13][N:14]=1)=[O:7])([CH3:4])([CH3:3])[CH3:2]. The catalyst class is: 31. (4) Reactant: [BH4-].[Na+].[Cl:3][C:4]1[CH:5]=[C:6]([C:10]2[C:19]3[C:14](=[CH:15][CH:16]=[C:17]([C:20]([C:28]4[CH:35]=[CH:34][CH:33]=[CH:32][C:29]=4[CH:30]=O)([OH:27])[C:21]4[N:25]([CH3:26])[CH:24]=[N:23][CH:22]=4)[CH:18]=3)[N:13]([CH3:36])[C:12](=[O:37])[CH:11]=2)[CH:7]=[CH:8][CH:9]=1.[OH2:38]. Product: [Cl:3][C:4]1[CH:5]=[C:6]([C:10]2[C:19]3[C:14](=[CH:15][CH:16]=[C:17]([C:20]([OH:27])([C:28]4[CH:29]=[CH:30][C:33]([CH2:32][OH:38])=[CH:34][CH:35]=4)[C:21]4[N:25]([CH3:26])[CH:24]=[N:23][CH:22]=4)[CH:18]=3)[N:13]([CH3:36])[C:12](=[O:37])[CH:11]=2)[CH:7]=[CH:8][CH:9]=1. The catalyst class is: 1.